From a dataset of Full USPTO retrosynthesis dataset with 1.9M reactions from patents (1976-2016). Predict the reactants needed to synthesize the given product. (1) Given the product [CH3:1][S:2]([C:3]1[CH:4]=[C:5]([CH:9]=[CH:10][CH:11]=1)[C:6]([OH:8])=[O:7])=[O:12], predict the reactants needed to synthesize it. The reactants are: [CH3:1][S:2][C:3]1[CH:4]=[C:5]([CH:9]=[CH:10][CH:11]=1)[C:6]([OH:8])=[O:7].[OH2:12]. (2) Given the product [C:2]1([NH2:3])[N:4]=[C:5]([NH2:6])[N:7]=[C:8]([NH2:9])[N:1]=1.[OH:12][P:11]([OH:22])([OH:18])=[O:10], predict the reactants needed to synthesize it. The reactants are: [N:1]1[C:8]([NH2:9])=[N:7][C:5]([NH2:6])=[N:4][C:2]=1[NH2:3].[O:10]=[P:11]12[O:22]P3(OP(OP(O3)([O:18]1)=O)(=O)[O:12]2)=O.